From a dataset of Forward reaction prediction with 1.9M reactions from USPTO patents (1976-2016). Predict the product of the given reaction. (1) Given the reactants [N:1]1[CH:6]=[CH:5][CH:4]=[C:3]([NH:7][C:8](=[O:15])OCC(Cl)(Cl)Cl)[N:2]=1.[F:16][C:17]1[CH:22]=[C:21]([F:23])[CH:20]=[CH:19][C:18]=1[C:24]1[CH:29]=[C:28]([N:30]2[CH2:35][CH2:34][NH:33][CH2:32][CH2:31]2)[N:27]=[CH:26][N:25]=1, predict the reaction product. The product is: [F:16][C:17]1[CH:22]=[C:21]([F:23])[CH:20]=[CH:19][C:18]=1[C:24]1[N:25]=[CH:26][N:27]=[C:28]([N:30]2[CH2:31][CH2:32][N:33]([C:8]([NH:7][C:3]3[N:2]=[N:1][CH:6]=[CH:5][CH:4]=3)=[O:15])[CH2:34][CH2:35]2)[CH:29]=1. (2) Given the reactants [F:1][C:2]([F:17])([F:16])[C:3](=[O:15])[CH:4]([C:7]1[CH:12]=[C:11]([CH3:13])[CH:10]=[CH:9][C:8]=1[CH3:14])C#N.S(=O)(=O)(O)O, predict the reaction product. The product is: [F:1][C:2]([F:16])([F:17])[C:3](=[O:15])[CH2:4][C:7]1[CH:12]=[C:11]([CH3:13])[CH:10]=[CH:9][C:8]=1[CH3:14]. (3) Given the reactants [C:1]([O:5][C:6]([N:8]1[C@@H:12]([CH3:13])[C@@H:11]([O:14][Si:15]([C:18]([CH3:21])([CH3:20])[CH3:19])([CH3:17])[CH3:16])[CH2:10][C@H:9]1[C:22](O)=[O:23])=[O:7])([CH3:4])([CH3:3])[CH3:2].CN(C(ON1N=NC2C=CC=NC1=2)=[N+](C)C)C.F[P-](F)(F)(F)(F)F.CCN(C(C)C)C(C)C.[F:58][C:59]([F:75])([F:74])[C:60]1[N:65]=[CH:64][C:63]([C:66]2[CH:71]=[C:70]([CH2:72][NH2:73])[CH:69]=[CH:68][N:67]=2)=[CH:62][N:61]=1, predict the reaction product. The product is: [Si:15]([O:14][C@H:11]1[CH2:10][C@@H:9]([C:22](=[O:23])[NH:73][CH2:72][C:70]2[CH:69]=[CH:68][N:67]=[C:66]([C:63]3[CH:62]=[N:61][C:60]([C:59]([F:75])([F:74])[F:58])=[N:65][CH:64]=3)[CH:71]=2)[N:8]([C:6]([O:5][C:1]([CH3:3])([CH3:2])[CH3:4])=[O:7])[C@H:12]1[CH3:13])([C:18]([CH3:19])([CH3:20])[CH3:21])([CH3:16])[CH3:17]. (4) Given the reactants Cl[C:2]1[CH:3]=[C:4]([N:13](CC2C=CC(OC)=CC=2)[C:14]2[CH:19]=[CH:18][CH:17]=[CH:16][CH:15]=2)[C:5]2[N:6]([C:8]([C:11]#[N:12])=[CH:9][N:10]=2)[N:7]=1.[OH:29][C@H:30]1[CH2:35][CH2:34][C@H:33]([NH:36]C(=O)OC(C)(C)C)[CH2:32][CH2:31]1.C(=O)([O-])[O-].[Cs+].[Cs+], predict the reaction product. The product is: [NH2:36][C@H:33]1[CH2:34][CH2:35][C@H:30]([O:29][C:2]2[CH:3]=[C:4]([NH:13][C:14]3[CH:15]=[CH:16][CH:17]=[CH:18][CH:19]=3)[C:5]3[N:6]([C:8]([C:11]#[N:12])=[CH:9][N:10]=3)[N:7]=2)[CH2:31][CH2:32]1. (5) Given the reactants [CH2:1]([O:3][C:4]([C:6]1[C:12]2[NH:13][C:14]3[CH:15]=[CH:16][CH:17]=[CH:18][C:19]=3[C:11]=2[CH2:10][CH:9]([C:20](O)=[O:21])[NH:8][CH:7]=1)=[O:5])[CH3:2].C1N=CN(C(N2C=NC=C2)=O)C=1.[NH:35]1[CH2:40][CH2:39][CH2:38][CH2:37][CH2:36]1, predict the reaction product. The product is: [N:35]1([C:20]([CH:9]2[NH:8][CH:7]=[C:6]([C:4]([O:3][CH2:1][CH3:2])=[O:5])[C:12]3[NH:13][C:14]4[CH:15]=[CH:16][CH:17]=[CH:18][C:19]=4[C:11]=3[CH2:10]2)=[O:21])[CH2:40][CH2:39][CH2:38][CH2:37][CH2:36]1. (6) Given the reactants Cl[C:2]1[N:7]=[CH:6][C:5]2[CH:8]=[N:9][N:10]([C:11]3[CH:16]=[CH:15][CH:14]=[C:13]([F:17])[N:12]=3)[C:4]=2[CH:3]=1.[CH2:18]([C:20]1[N:25]=[C:24]([Sn](C)(C)C)[CH:23]=[N:22][CH:21]=1)[CH3:19], predict the reaction product. The product is: [CH2:18]([C:20]1[N:25]=[C:24]([C:2]2[N:7]=[CH:6][C:5]3[CH:8]=[N:9][N:10]([C:11]4[CH:16]=[CH:15][CH:14]=[C:13]([F:17])[N:12]=4)[C:4]=3[CH:3]=2)[CH:23]=[N:22][CH:21]=1)[CH3:19]. (7) Given the reactants [N:1]1([C:6]([C:8]2[CH:13]=[CH:12][C:11]([C:14]3[CH:15]=[CH:16][C:17]4[CH:23]=[CH:22][CH2:21][C:20](NC(=O)[O-])=[N:19][C:18]=4[CH:28]=3)=[CH:10][CH:9]=2)=[O:7])[CH2:5][CH2:4][CH2:3][CH2:2]1.[C:29](O)([C:31](F)(F)F)=[O:30].[NH3:36].[CH3:37][OH:38], predict the reaction product. The product is: [NH2:36][C:20]1[CH2:21][C:22]([C:37]([N:1]([CH2:5][CH2:31][CH2:29][OH:30])[CH2:2][CH2:3][CH3:4])=[O:38])=[CH:23][C:17]2[CH:16]=[CH:15][C:14]([C:11]3[CH:12]=[CH:13][C:8]([C:6]([N:1]4[CH2:5][CH2:4][CH2:3][CH2:2]4)=[O:7])=[CH:9][CH:10]=3)=[CH:28][C:18]=2[N:19]=1.